From a dataset of Full USPTO retrosynthesis dataset with 1.9M reactions from patents (1976-2016). Predict the reactants needed to synthesize the given product. (1) Given the product [O:34]=[C:20]1[CH:21]=[CH:22][C:23](=[O:33])[N:24]1[CH2:25][CH2:29][CH2:30][CH2:31][CH2:32][C:47]([N:1]1[CH2:5][CH2:4][CH2:3][C@H:2]1[C:6]([N:8]1[CH2:12][CH2:11][CH2:10][C@H:9]1[C:13]([O:15][C:16]([CH3:19])([CH3:18])[CH3:17])=[O:14])=[O:7])=[O:51], predict the reactants needed to synthesize it. The reactants are: [NH:1]1[CH2:5][CH2:4][CH2:3][C@H:2]1[C:6]([N:8]1[CH2:12][CH2:11][CH2:10][C@H:9]1[C:13]([O:15][C:16]([CH3:19])([CH3:18])[CH3:17])=[O:14])=[O:7].[C:20]1(=[O:34])[N:24]([CH:25]([CH2:29][CH2:30][CH2:31][CH3:32])C(O)=O)[C:23](=[O:33])[CH:22]=[CH:21]1.CCN(C(C)C)C(C)C.CN([C:47]([O:51]N1N=NC2C=CC=NC1=2)=[N+](C)C)C.F[P-](F)(F)(F)(F)F. (2) Given the product [CH2:53]([N:60]1[CH2:64][CH:63]([C:65]2[CH:70]=[CH:69][C:68]([Cl:71])=[C:67]([Cl:72])[CH:66]=2)[CH:62]([CH:73]([O:28][C:25]2[CH:24]=[CH:23][C:22]([C:21]([F:20])([F:29])[F:30])=[CH:27][N:26]=2)[CH3:74])[CH2:61]1)[C:54]1[CH:55]=[CH:56][CH:57]=[CH:58][CH:59]=1, predict the reactants needed to synthesize it. The reactants are: C1C=CC(P(C2C=CC=CC=2)C2C=CC=CC=2)=CC=1.[F:20][C:21]([F:30])([F:29])[C:22]1[CH:23]=[CH:24][C:25]([OH:28])=[N:26][CH:27]=1.C1C=CC(COC(/N=N/C(OCC2C=CC=CC=2)=O)=O)=CC=1.[CH2:53]([N:60]1[CH2:64][CH:63]([C:65]2[CH:70]=[CH:69][C:68]([Cl:71])=[C:67]([Cl:72])[CH:66]=2)[CH:62]([CH:73](O)[CH3:74])[CH2:61]1)[C:54]1[CH:59]=[CH:58][CH:57]=[CH:56][CH:55]=1.